Dataset: Catalyst prediction with 721,799 reactions and 888 catalyst types from USPTO. Task: Predict which catalyst facilitates the given reaction. Reactant: [F:1][C:2]([F:18])([F:17])[C:3]1[CH:4]=[C:5]([C:9]2[O:13][C:12]([C:14]([OH:16])=O)=[CH:11][CH:10]=2)[CH:6]=[CH:7][CH:8]=1.C(Cl)(=O)C(Cl)=O.[CH2:25]1[O:33][C:32]2[CH:31]=[CH:30][C:29]([CH:34]3[C:46]4[NH:45][C:44]5[C:39](=[CH:40][CH:41]=[CH:42][CH:43]=5)[C:38]=4[CH2:37][CH2:36][NH:35]3)=[CH:28][C:27]=2[O:26]1.C(N(CC)CC)C. Product: [CH2:25]1[O:33][C:32]2[CH:31]=[CH:30][C:29]([CH:34]3[C:46]4[NH:45][C:44]5[C:39](=[CH:40][CH:41]=[CH:42][CH:43]=5)[C:38]=4[CH2:37][CH2:36][N:35]3[C:14]([C:12]3[O:13][C:9]([C:5]4[CH:6]=[CH:7][CH:8]=[C:3]([C:2]([F:1])([F:18])[F:17])[CH:4]=4)=[CH:10][CH:11]=3)=[O:16])=[CH:28][C:27]=2[O:26]1. The catalyst class is: 59.